Dataset: Forward reaction prediction with 1.9M reactions from USPTO patents (1976-2016). Task: Predict the product of the given reaction. Given the reactants [CH2:1]([C:3]1[CH:8]=[CH:7][C:6]([C@H:9]2[CH2:14][C@@H:13]([C:15]([F:18])([F:17])[F:16])[N:12]3[N:19]=[CH:20][C:21]([C:22]([OH:24])=O)=[C:11]3[NH:10]2)=[CH:5][CH:4]=1)[CH3:2].CN(C(ON1N=NC2C=CC=NC1=2)=[N+](C)C)C.F[P-](F)(F)(F)(F)F.C(N(CC)C(C)C)(C)C.[F:58][C:59]1[CH:60]=[C:61]([CH:64]=[CH:65][C:66]=1[F:67])[CH2:62][NH2:63], predict the reaction product. The product is: [F:58][C:59]1[CH:60]=[C:61]([CH2:62][NH:63][C:22]([C:21]2[CH:20]=[N:19][N:12]3[C@H:13]([C:15]([F:18])([F:17])[F:16])[CH2:14][C@H:9]([C:6]4[CH:7]=[CH:8][C:3]([CH2:1][CH3:2])=[CH:4][CH:5]=4)[NH:10][C:11]=23)=[O:24])[CH:64]=[CH:65][C:66]=1[F:67].